Dataset: Full USPTO retrosynthesis dataset with 1.9M reactions from patents (1976-2016). Task: Predict the reactants needed to synthesize the given product. (1) The reactants are: [F:1][C:2]1[CH:3]=[CH:4][C:5]([O:26][CH2:27][C:28]2[CH:33]=[C:32]([CH3:34])[CH:31]=[CH:30][N:29]=2)=[C:6]([C:8]2[CH:25]=[CH:24][C:11]3[CH2:12][CH2:13][N:14](C(OC(C)(C)C)=O)[CH2:15][CH2:16][C:10]=3[CH:9]=2)[CH:7]=1.Cl. Given the product [F:1][C:2]1[CH:3]=[CH:4][C:5]([O:26][CH2:27][C:28]2[CH:33]=[C:32]([CH3:34])[CH:31]=[CH:30][N:29]=2)=[C:6]([C:8]2[CH:25]=[CH:24][C:11]3[CH2:12][CH2:13][NH:14][CH2:15][CH2:16][C:10]=3[CH:9]=2)[CH:7]=1, predict the reactants needed to synthesize it. (2) The reactants are: [CH3:1][O:2][C:3]1[CH:7]=[CH:6][N:5]([CH3:8])[N:4]=1.[Br-:9].[Br-].[Br-].[NH+]1C=CC=CC=1.[NH+]1C=CC=CC=1.[NH+]1C=CC=CC=1.C([O-])(O)=O.[Na+]. Given the product [Br:9][C:7]1[C:3]([O:2][CH3:1])=[N:4][N:5]([CH3:8])[CH:6]=1, predict the reactants needed to synthesize it. (3) Given the product [C:47]([O:46][C:44]([NH:51][CH2:52][CH2:53][C:54]([NH:13][CH2:14][C:15]1[CH:23]=[CH:22][CH:21]=[C:20]2[C:16]=1[C:17](=[O:33])[N:18]([CH:25]1[CH2:30][CH2:29][C:28](=[O:31])[NH:27][C:26]1=[O:32])[C:19]2=[O:24])=[O:55])=[O:45])([CH3:50])([CH3:49])[CH3:48], predict the reactants needed to synthesize it. The reactants are: N12CCCN=C1CCCCC2.Cl.[NH2:13][CH2:14][C:15]1[CH:23]=[CH:22][CH:21]=[C:20]2[C:16]=1[C:17](=[O:33])[N:18]([CH:25]1[CH2:30][CH2:29][C:28](=[O:31])[NH:27][C:26]1=[O:32])[C:19]2=[O:24].ON1C2C=CC=CC=2N=N1.[C:44]([NH:51][CH2:52][CH2:53][C:54](O)=[O:55])([O:46][C:47]([CH3:50])([CH3:49])[CH3:48])=[O:45].Cl.CN(C)CCCN=C=NCC.CCC1(C2C=CC=CC=2)C(=O)NC(=O)NC1=O. (4) Given the product [I:8][C:6]1[CH:5]=[CH:4][N:3]=[C:2]([NH:17][C@H:15]([C:9]2[CH:14]=[CH:13][CH:12]=[CH:11][CH:10]=2)[CH3:16])[CH:7]=1, predict the reactants needed to synthesize it. The reactants are: F[C:2]1[CH:7]=[C:6]([I:8])[CH:5]=[CH:4][N:3]=1.[C:9]1([C@@H:15]([NH2:17])[CH3:16])[CH:14]=[CH:13][CH:12]=[CH:11][CH:10]=1.CS(C)=O. (5) Given the product [C:46]([O:50][C:51]([N:53]1[CH2:58][CH2:57][N:56]([C:26](=[O:28])[C:25]2[CH:29]=[C:21]([F:20])[CH:22]=[CH:23][C:24]=2[C:30]([F:33])([F:32])[F:31])[CH2:55][CH2:54]1)=[O:52])([CH3:49])([CH3:47])[CH3:48], predict the reactants needed to synthesize it. The reactants are: C1C=CC2N(O)N=NC=2C=1.CCN(C(C)C)C(C)C.[F:20][C:21]1[CH:22]=[CH:23][C:24]([C:30]([F:33])([F:32])[F:31])=[C:25]([CH:29]=1)[C:26]([OH:28])=O.CCN=C=NCCCN(C)C.Cl.[C:46]([O:50][C:51]([N:53]1[CH2:58][CH2:57][NH:56][CH2:55][CH2:54]1)=[O:52])([CH3:49])([CH3:48])[CH3:47]. (6) The reactants are: [F:1][C:2]1[CH:3]=[C:4]([CH2:8][C:9]([NH:11][NH2:12])=[O:10])[CH:5]=[CH:6][CH:7]=1.C(O[C:16](=[NH:22])[C:17]([O:19][CH2:20][CH3:21])=[O:18])C. Given the product [NH2:22][C:16](=[N:12][NH:11][C:9](=[O:10])[CH2:8][C:4]1[CH:5]=[CH:6][CH:7]=[C:2]([F:1])[CH:3]=1)[C:17]([O:19][CH2:20][CH3:21])=[O:18], predict the reactants needed to synthesize it.